Dataset: Reaction yield outcomes from USPTO patents with 853,638 reactions. Task: Predict the reaction yield, written as a fraction of the theoretical maximum amount of product (1.0 means a 100% yield; for example, 0.34 means a 34% yield). (1) The reactants are Cl.[CH:2]([N:5]1[C:9]([C:10]2[N:19]=[C:18]3[N:12]([CH2:13][CH2:14][O:15][C:16]4[CH:23]=[C:22]([CH:24]5[CH2:29][CH2:28][NH:27][CH2:26][CH2:25]5)[CH:21]=[CH:20][C:17]=43)[CH:11]=2)=[N:8][C:7]([CH3:30])=[N:6]1)([CH3:4])[CH3:3].[CH3:31][N:32]([CH3:37])[C:33](=[O:36])[CH2:34]Cl. The catalyst is C(Cl)Cl.CCCC[N+](CCCC)(CCCC)CCCC.[I-]. The product is [CH:2]([N:5]1[C:9]([C:10]2[N:19]=[C:18]3[C:17]4[CH:20]=[CH:21][C:22]([CH:24]5[CH2:29][CH2:28][N:27]([CH2:34][C:33]([N:32]([CH3:37])[CH3:31])=[O:36])[CH2:26][CH2:25]5)=[CH:23][C:16]=4[O:15][CH2:14][CH2:13][N:12]3[CH:11]=2)=[N:8][C:7]([CH3:30])=[N:6]1)([CH3:4])[CH3:3]. The yield is 0.380. (2) The reactants are [Li+].[OH-].C[O:4][C:5]([C:7]1[C:8]([CH3:17])=[C:9]2[N:14]([CH:15]=1)[N:13]=[CH:12][NH:11][C:10]2=[O:16])=[O:6]. The catalyst is O.C1COCC1.CO. The product is [CH3:17][C:8]1[C:7]([C:5]([OH:6])=[O:4])=[CH:15][N:14]2[C:9]=1[C:10](=[O:16])[NH:11][CH:12]=[N:13]2. The yield is 0.900.